This data is from Tox21: 12 toxicity assays (nuclear receptors and stress response pathways). The task is: Binary classification across 12 toxicity assays. The molecule is CC1(CN2CCC(n3c(=O)[nH]c4ccccc43)CC2)OCc2ccccc2-n2cccc21. It tested positive (active) for: NR-Aromatase (Aromatase enzyme inhibition).